From a dataset of Forward reaction prediction with 1.9M reactions from USPTO patents (1976-2016). Predict the product of the given reaction. (1) Given the reactants [CH3:1][C:2]1[C:10]2[NH:9][CH:8]=[N:7][C:6]=2[CH:5]=[CH:4][CH:3]=1.[C:11](O[C:11]([O:13][C:14]([CH3:17])([CH3:16])[CH3:15])=[O:12])([O:13][C:14]([CH3:17])([CH3:16])[CH3:15])=[O:12], predict the reaction product. The product is: [CH3:1][C:2]1[C:10]2[N:9]=[CH:8][N:7]([C:11]([O:13][C:14]([CH3:17])([CH3:16])[CH3:15])=[O:12])[C:6]=2[CH:5]=[CH:4][CH:3]=1. (2) Given the reactants [F:1][C:2]1[CH:3]=[C:4]([S:8]([C:11]2[CH:20]=[C:19]3[C:14]([CH2:15][CH2:16][C@H:17]([CH2:21][N:22]=[N+]=[N-])[O:18]3)=[CH:13][CH:12]=2)(=[O:10])=[O:9])[CH:5]=[CH:6][CH:7]=1.[H][H], predict the reaction product. The product is: [F:1][C:2]1[CH:3]=[C:4]([S:8]([C:11]2[CH:20]=[C:19]3[C:14]([CH2:15][CH2:16][C@H:17]([CH2:21][NH2:22])[O:18]3)=[CH:13][CH:12]=2)(=[O:10])=[O:9])[CH:5]=[CH:6][CH:7]=1. (3) Given the reactants [CH2:1]([N:3]1[CH2:8][CH2:7][N:6]([CH:9]2[CH2:14][CH2:13][N:12]([C:15]([C@:17]34[CH2:43][CH2:42][C@@H:41]([C:44]5([CH3:47])[CH2:46][CH2:45]5)[C@@H:18]3[C@@H:19]3[C@@:32]([CH3:35])([CH2:33][CH2:34]4)[C@@:31]4([CH3:36])[C@@H:22]([C@:23]5([CH3:40])[C@@H:28]([CH2:29][CH2:30]4)[C:27]([CH3:38])([CH3:37])[C@@H:26]([OH:39])[CH2:25][CH2:24]5)[CH2:21][CH2:20]3)=[O:16])[CH2:11][CH2:10]2)[CH2:5][CH2:4]1)[CH3:2].[CH3:48][C:49]1([CH3:56])[CH2:54][C:53](=[O:55])[O:52][C:50]1=[O:51].C1(C)C=CC=CC=1, predict the reaction product. The product is: [CH2:1]([N:3]1[CH2:8][CH2:7][N:6]([CH:9]2[CH2:10][CH2:11][N:12]([C:15]([C@:17]34[CH2:43][CH2:42][C@@H:41]([C:44]5([CH3:47])[CH2:45][CH2:46]5)[C@@H:18]3[C@@H:19]3[C@@:32]([CH3:35])([CH2:33][CH2:34]4)[C@@:31]4([CH3:36])[C@@H:22]([C@:23]5([CH3:40])[C@@H:28]([CH2:29][CH2:30]4)[C:27]([CH3:37])([CH3:38])[C@@H:26]([O:39][C:53](=[O:55])[CH2:54][C:49]([CH3:56])([CH3:48])[C:50]([OH:52])=[O:51])[CH2:25][CH2:24]5)[CH2:21][CH2:20]3)=[O:16])[CH2:13][CH2:14]2)[CH2:5][CH2:4]1)[CH3:2]. (4) The product is: [S:1]1[C:5]2[CH:6]=[CH:7][CH:8]=[CH:9][C:4]=2[N:3]=[C:2]1[N:10]1[CH2:15][CH2:14][CH:13]([NH:16][C:17]2[C:22]([NH2:23])=[CH:21][CH:20]=[CH:19][N:18]=2)[CH2:12][CH2:11]1. Given the reactants [S:1]1[C:5]2[CH:6]=[CH:7][CH:8]=[CH:9][C:4]=2[N:3]=[C:2]1[N:10]1[CH2:15][CH2:14][CH:13]([NH:16][C:17]2[C:22]([N+:23]([O-])=O)=[CH:21][CH:20]=[CH:19][N:18]=2)[CH2:12][CH2:11]1, predict the reaction product. (5) The product is: [CH2:1]([O:3][C:4](=[O:29])[CH2:5][C:6]1[CH:11]=[CH:10][C:9]([O:12][CH3:13])=[C:8]([O:14][C:15]2[CH:20]=[CH:19][C:18]([NH:21][C:37](=[O:38])[CH2:36][C:30]3[CH:35]=[CH:34][CH:33]=[CH:32][CH:31]=3)=[CH:17][C:16]=2[CH2:22][N:23]2[CH2:27][CH2:26][O:25][C:24]2=[O:28])[CH:7]=1)[CH3:2]. Given the reactants [CH2:1]([O:3][C:4](=[O:29])[CH2:5][C:6]1[CH:11]=[CH:10][C:9]([O:12][CH3:13])=[C:8]([O:14][C:15]2[CH:20]=[CH:19][C:18]([NH2:21])=[CH:17][C:16]=2[CH2:22][N:23]2[CH2:27][CH2:26][O:25][C:24]2=[O:28])[CH:7]=1)[CH3:2].[C:30]1([CH2:36][C:37](Cl)=[O:38])[CH:35]=[CH:34][CH:33]=[CH:32][CH:31]=1, predict the reaction product. (6) Given the reactants [CH3:1][O:2][C:3]1[CH:8]=[C:7]([CH3:9])[C:6]([S:10]([N:13]([CH2:15][C:16]2[O:20][CH:19]=[C:18]([C:21]([OH:23])=O)[CH:17]=2)[CH3:14])(=[O:12])=[O:11])=[C:5]([CH3:24])[CH:4]=1.CCN=C=NCCCN(C)C.C1C=CC2N(O)N=NC=2C=1.CCN(C(C)C)C(C)C.Cl.[CH3:56][O:57][CH:58]1[CH2:63][CH2:62][N:61]([CH2:64][C:65]2[CH:73]=[CH:72][C:68]([CH2:69][NH:70][CH3:71])=[CH:67][CH:66]=2)[CH2:60][CH2:59]1, predict the reaction product. The product is: [CH3:1][O:2][C:3]1[CH:4]=[C:5]([CH3:24])[C:6]([S:10]([N:13]([CH2:15][C:16]2[O:20][CH:19]=[C:18]([C:21]([N:70]([CH2:69][C:68]3[CH:67]=[CH:66][C:65]([CH2:64][N:61]4[CH2:62][CH2:63][CH:58]([O:57][CH3:56])[CH2:59][CH2:60]4)=[CH:73][CH:72]=3)[CH3:71])=[O:23])[CH:17]=2)[CH3:14])(=[O:12])=[O:11])=[C:7]([CH3:9])[CH:8]=1. (7) Given the reactants [OH:1][C:2]1[CH:10]=[CH:9][C:5]([C:6]([OH:8])=O)=[C:4]([C:11]2[CH:16]=[CH:15][C:14]([F:17])=[CH:13][CH:12]=2)[CH:3]=1.CN1CCOCC1.Cl.[CH3:26][O:27][C:28](=[O:35])[C@H:29]([CH2:31][CH2:32][S:33][CH3:34])[NH2:30].C(Cl)CCl.C1C=CC2N(O)N=NC=2C=1, predict the reaction product. The product is: [OH:1][C:2]1[CH:10]=[CH:9][C:5]([C:6]([NH:30][C@@H:29]([CH2:31][CH2:32][S:33][CH3:34])[C:28]([O:27][CH3:26])=[O:35])=[O:8])=[C:4]([C:11]2[CH:16]=[CH:15][C:14]([F:17])=[CH:13][CH:12]=2)[CH:3]=1.